This data is from NCI-60 drug combinations with 297,098 pairs across 59 cell lines. The task is: Regression. Given two drug SMILES strings and cell line genomic features, predict the synergy score measuring deviation from expected non-interaction effect. (1) Cell line: SF-295. Drug 2: C1=CC(=CC=C1CC(C(=O)O)N)N(CCCl)CCCl.Cl. Drug 1: CC1OCC2C(O1)C(C(C(O2)OC3C4COC(=O)C4C(C5=CC6=C(C=C35)OCO6)C7=CC(=C(C(=C7)OC)O)OC)O)O. Synergy scores: CSS=53.1, Synergy_ZIP=-1.93, Synergy_Bliss=0.534, Synergy_Loewe=-18.9, Synergy_HSA=2.77. (2) Drug 1: CCN(CC)CCCC(C)NC1=C2C=C(C=CC2=NC3=C1C=CC(=C3)Cl)OC. Drug 2: CC12CCC3C(C1CCC2OP(=O)(O)O)CCC4=C3C=CC(=C4)OC(=O)N(CCCl)CCCl.[Na+]. Cell line: A498. Synergy scores: CSS=17.8, Synergy_ZIP=-6.37, Synergy_Bliss=-6.39, Synergy_Loewe=-19.8, Synergy_HSA=-7.27. (3) Drug 2: C1CNP(=O)(OC1)N(CCCl)CCCl. Cell line: NCI-H226. Drug 1: C1=CC(=CC=C1CCC2=CNC3=C2C(=O)NC(=N3)N)C(=O)NC(CCC(=O)O)C(=O)O. Synergy scores: CSS=0.755, Synergy_ZIP=-0.489, Synergy_Bliss=-0.0757, Synergy_Loewe=-7.39, Synergy_HSA=-3.61. (4) Drug 1: CC1=CC=C(C=C1)C2=CC(=NN2C3=CC=C(C=C3)S(=O)(=O)N)C(F)(F)F. Drug 2: COCCOC1=C(C=C2C(=C1)C(=NC=N2)NC3=CC=CC(=C3)C#C)OCCOC.Cl. Cell line: BT-549. Synergy scores: CSS=-3.31, Synergy_ZIP=0.730, Synergy_Bliss=-3.00, Synergy_Loewe=-1.69, Synergy_HSA=-4.18. (5) Drug 1: CC=C1C(=O)NC(C(=O)OC2CC(=O)NC(C(=O)NC(CSSCCC=C2)C(=O)N1)C(C)C)C(C)C. Drug 2: CC1=C(N=C(N=C1N)C(CC(=O)N)NCC(C(=O)N)N)C(=O)NC(C(C2=CN=CN2)OC3C(C(C(C(O3)CO)O)O)OC4C(C(C(C(O4)CO)O)OC(=O)N)O)C(=O)NC(C)C(C(C)C(=O)NC(C(C)O)C(=O)NCCC5=NC(=CS5)C6=NC(=CS6)C(=O)NCCC[S+](C)C)O. Cell line: CCRF-CEM. Synergy scores: CSS=41.6, Synergy_ZIP=0.0873, Synergy_Bliss=7.05, Synergy_Loewe=-47.3, Synergy_HSA=1.56.